This data is from Forward reaction prediction with 1.9M reactions from USPTO patents (1976-2016). The task is: Predict the product of the given reaction. Given the reactants [Cl:1][C:2]1[CH:3]=[CH:4][CH:5]=[C:6]2[C:11]=1[C:10]([CH2:12][C:13]1[CH:14]=C([CH:18]=[CH:19][CH:20]=1)C#N)=[N:9][NH:8][C:7]2=[O:21].[OH-:22].[K+].[CH2:24]([OH:26])[CH3:25], predict the reaction product. The product is: [Cl:1][C:2]1[CH:3]=[CH:4][CH:5]=[C:6]2[C:11]=1[C:10]([CH2:12][C:13]1[CH:14]=[C:25]([CH:18]=[CH:19][CH:20]=1)[C:24]([OH:22])=[O:26])=[N:9][NH:8][C:7]2=[O:21].